From a dataset of Forward reaction prediction with 1.9M reactions from USPTO patents (1976-2016). Predict the product of the given reaction. (1) Given the reactants [CH2:1]([O:3][C:4](=[O:16])[C:5](=O)/[CH:6]=[C:7](\O)/[C:8]1[CH:13]=[CH:12][CH:11]=[CH:10][CH:9]=1)[CH3:2].[C:17]1([NH:23][NH2:24])[CH:22]=[CH:21][CH:20]=[CH:19][CH:18]=1.OS(O)(=O)=O, predict the reaction product. The product is: [C:17]1([N:23]2[C:5]([C:4]([O:3][CH2:1][CH3:2])=[O:16])=[CH:6][C:7]([C:8]3[CH:13]=[CH:12][CH:11]=[CH:10][CH:9]=3)=[N:24]2)[CH:22]=[CH:21][CH:20]=[CH:19][CH:18]=1. (2) Given the reactants [CH2:1]([O:3][C:4](=[O:15])[C:5]1[CH:10]=[CH:9][C:8]([Br:11])=[C:7]([CH:12](Br)Br)[CH:6]=1)[CH3:2].[OH:16]S(O)(=O)=O, predict the reaction product. The product is: [CH2:1]([O:3][C:4](=[O:15])[C:5]1[CH:10]=[CH:9][C:8]([Br:11])=[C:7]([CH:12]=[O:16])[CH:6]=1)[CH3:2]. (3) Given the reactants [CH:1]([C:3]1[C:4]([CH3:24])=[CH:5][C:6]([CH3:23])=[C:7]([CH:22]=1)[C:8]([N:10]1[CH2:13][CH:12]([C:14]2[CH:21]=[CH:20][C:17]([C:18]#[N:19])=[CH:16][CH:15]=2)[CH2:11]1)=[O:9])=O.[O:25]1[CH2:30][CH2:29][N:28]([C:31]2[N:36]=[CH:35][C:34]([NH2:37])=[C:33]([NH2:38])[CH:32]=2)[CH2:27][CH2:26]1.C(=O)(O)[O-].[Na+], predict the reaction product. The product is: [CH3:23][C:6]1[CH:5]=[C:4]([CH3:24])[C:3]([C:1]2[NH:37][C:34]3[CH:35]=[N:36][C:31]([N:28]4[CH2:29][CH2:30][O:25][CH2:26][CH2:27]4)=[CH:32][C:33]=3[N:38]=2)=[CH:22][C:7]=1[C:8]([N:10]1[CH2:11][CH:12]([C:14]2[CH:21]=[CH:20][C:17]([C:18]#[N:19])=[CH:16][CH:15]=2)[CH2:13]1)=[O:9].